Predict the reaction yield, written as a fraction of the theoretical maximum amount of product (1.0 means a 100% yield; for example, 0.34 means a 34% yield). From a dataset of Reaction yield outcomes from USPTO patents with 853,638 reactions. (1) The reactants are [Br:1][C:2]1[CH:3]=[C:4]([CH:8]=[CH:9][C:10]=1[OH:11])[C:5]([OH:7])=[O:6].S(=O)(=O)(O)O.[CH3:17]O. No catalyst specified. The product is [Br:1][C:2]1[CH:3]=[C:4]([CH:8]=[CH:9][C:10]=1[OH:11])[C:5]([O:7][CH3:17])=[O:6]. The yield is 1.00. (2) The reactants are C[Si]([N-][Si](C)(C)C)(C)C.[Li+].[Br:11][C:12]1[CH:13]=[C:14]([NH:18][C:19]2[C:39]([CH:40]3[CH2:42][CH2:41]3)=[CH:38][C:22]3[C:23]([C:33]([O:35][CH2:36][CH3:37])=[O:34])=[C:24]([C:26]4[CH:31]=[CH:30][C:29]([F:32])=[CH:28][CH:27]=4)[O:25][C:21]=3[CH:20]=2)[CH:15]=[CH:16][CH:17]=1.[CH3:43][S:44](Cl)(=[O:46])=[O:45].O. The product is [Br:11][C:12]1[CH:13]=[C:14]([N:18]([C:19]2[C:39]([CH:40]3[CH2:42][CH2:41]3)=[CH:38][C:22]3[C:23]([C:33]([O:35][CH2:36][CH3:37])=[O:34])=[C:24]([C:26]4[CH:27]=[CH:28][C:29]([F:32])=[CH:30][CH:31]=4)[O:25][C:21]=3[CH:20]=2)[S:44]([CH3:43])(=[O:46])=[O:45])[CH:15]=[CH:16][CH:17]=1. The catalyst is C1COCC1.CCOC(C)=O. The yield is 0.370. (3) The reactants are [NH2:1][C:2]1[N:7]=[C:6]([NH:8][C@H:9]2[CH2:14][CH2:13][C@H:12]([OH:15])[CH2:11][CH2:10]2)[C:5](/[CH:16]=[CH:17]/[C:18](OCC)=[O:19])=[C:4]([CH3:23])[N:3]=1.CC(C)([O-])C.[K+]. The catalyst is CC(N(C)C)=O. The product is [NH2:1][C:2]1[N:3]=[C:4]([CH3:23])[C:5]2[CH:16]=[CH:17][C:18](=[O:19])[N:8]([C@H:9]3[CH2:14][CH2:13][C@H:12]([OH:15])[CH2:11][CH2:10]3)[C:6]=2[N:7]=1. The yield is 0.600. (4) The reactants are [F:1][C:2]1[CH:30]=[CH:29][C:5]([CH2:6][N:7]([C:17]2[S:21][C:20]3[CH:22]=[CH:23][CH:24]=[CH:25][C:19]=3[C:18]=2C(O)=O)[S:8]([C:11]2[CH:16]=[CH:15][CH:14]=[CH:13][CH:12]=2)(=[O:10])=[O:9])=[CH:4][C:3]=1[C:31]([F:34])([F:33])[F:32].C([N:38]([CH:41](C)C)CC)(C)C.C1C=CC(P(N=[N+]=[N-])(C2C=CC=CC=2)=[O:51])=CC=1.[C:61]([OH:65])([CH3:64])([CH3:63])[CH3:62]. No catalyst specified. The product is [C:61]([O:65][C:41](=[O:51])[NH:38][C:18]1[C:19]2[CH:25]=[CH:24][CH:23]=[CH:22][C:20]=2[S:21][C:17]=1[N:7]([S:8]([C:11]1[CH:12]=[CH:13][CH:14]=[CH:15][CH:16]=1)(=[O:10])=[O:9])[CH2:6][C:5]1[CH:29]=[CH:30][C:2]([F:1])=[C:3]([C:31]([F:34])([F:33])[F:32])[CH:4]=1)([CH3:64])([CH3:63])[CH3:62]. The yield is 0.450. (5) The reactants are [H-].[Na+].[OH:3][CH:4]1[CH2:8][CH2:7][CH:6]([C:9]([O:11][CH3:12])=[O:10])[CH2:5]1.[CH:13](NC(C)C)(C)C.[Li]CCCC.[Li+].CC([N-]C(C)C)C.CI. The catalyst is C1COCC1. The product is [OH:3][CH:4]1[CH2:8][CH2:7][C:6]([CH3:13])([C:9]([O:11][CH3:12])=[O:10])[CH2:5]1. The yield is 0.200. (6) The reactants are Cl.[CH3:2][O:3][C:4]([C:6]1[CH:11]=[CH:10][CH:9]=[C:8]([C:12]2[O:16][C:15]([C:17](=[O:27])[CH2:18][CH2:19][CH2:20][CH:21]3[CH2:26][CH2:25][NH:24][CH2:23][CH2:22]3)=[N:14][CH:13]=2)[N:7]=1)=[O:5].COC(C1C=CC=C(C2OC([C:43](=O)[CH2:44][CH2:45][CH2:46][CH:47]3[CH2:52][CH2:51]N(C(OC(C)(C)C)=O)[CH2:49][CH2:48]3)=NC=2)N=1)=O.Cl.[CH2:62](Cl)Cl. No catalyst specified. The product is [CH3:2][O:3][C:4]([C:6]1[CH:11]=[CH:10][CH:9]=[C:8]([C:12]2[O:16][C:15]([C:17](=[O:27])[CH2:18][CH2:19][CH2:20][CH:21]3[CH2:22][CH2:23][N:24]([CH2:43][C:44]4[CH:45]=[CH:46][C:47]([CH:48]([CH3:49])[CH3:62])=[CH:52][CH:51]=4)[CH2:25][CH2:26]3)=[N:14][CH:13]=2)[N:7]=1)=[O:5]. The yield is 0.900. (7) The reactants are Br[C:2]1[CH:7]=[CH:6][C:5]([C@@H:8]([NH:16][CH3:17])[CH2:9][N:10]2[CH2:15][CH2:14][O:13][CH2:12][CH2:11]2)=[CH:4][CH:3]=1.[CH2:18]([O:20][C:21]([C:23]1[CH:28]=[CH:27][C:26](B(O)O)=[CH:25][CH:24]=1)=[O:22])[CH3:19].C([O-])([O-])=O.[K+].[K+].C(Cl)Cl. The catalyst is CCO.C1C=CC(P(C2C=CC=CC=2)[C-]2C=CC=C2)=CC=1.C1C=CC(P(C2C=CC=CC=2)[C-]2C=CC=C2)=CC=1.Cl[Pd]Cl.[Fe+2]. The product is [CH3:17][NH:16][C@H:8]([C:5]1[CH:6]=[CH:7][C:2]([C:26]2[CH:27]=[CH:28][C:23]([C:21]([O:20][CH2:18][CH3:19])=[O:22])=[CH:24][CH:25]=2)=[CH:3][CH:4]=1)[CH2:9][N:10]1[CH2:15][CH2:14][O:13][CH2:12][CH2:11]1. The yield is 0.800. (8) The reactants are C([O-])([O-])=O.[Na+].[Na+].Cl[C:8]([O:10][CH2:11][C:12]1[CH:17]=[CH:16][CH:15]=[CH:14][CH:13]=1)=[O:9].[NH2:18][C:19]1[CH:20]=[C:21]([CH:25]=[CH:26][C:27]=1[N:28]1[CH2:33][CH2:32][O:31][CH2:30][CH2:29]1)[C:22]([NH2:24])=[O:23]. The catalyst is C1COCC1.O. The product is [C:22]([C:21]1[CH:25]=[CH:26][C:27]([N:28]2[CH2:33][CH2:32][O:31][CH2:30][CH2:29]2)=[C:19]([NH:18][C:8](=[O:9])[O:10][CH2:11][C:12]2[CH:17]=[CH:16][CH:15]=[CH:14][CH:13]=2)[CH:20]=1)(=[O:23])[NH2:24]. The yield is 0.890. (9) The reactants are [NH2:1][C:2]1[CH:11]=[C:10]([O:12][CH3:13])[CH:9]=[C:8]([O:14][CH3:15])[C:3]=1[C:4](OC)=[O:5].C(O)(=O)C.[CH:20](N)=[NH:21]. The catalyst is COCCO. The product is [CH3:15][O:14][C:8]1[CH:9]=[C:10]([O:12][CH3:13])[CH:11]=[C:2]2[C:3]=1[C:4](=[O:5])[NH:21][CH:20]=[N:1]2. The yield is 0.760.